Dataset: Reaction yield outcomes from USPTO patents with 853,638 reactions. Task: Predict the reaction yield, written as a fraction of the theoretical maximum amount of product (1.0 means a 100% yield; for example, 0.34 means a 34% yield). (1) The reactants are [Cl-].O[NH3+:3].[C:4](=[O:7])([O-])[OH:5].[Na+].CS(C)=O.[C:13]([O:16][C:17]([CH3:56])([CH3:55])[C:18]([O:20][C@H:21]1[CH2:26][CH2:25][C@H:24]([N:27]2[C:32](=[O:33])[C:31]([CH2:34][C:35]3[CH:40]=[CH:39][C:38]([C:41]4[CH:46]=[CH:45][CH:44]=[CH:43][C:42]=4[C:47]#[N:48])=[CH:37][CH:36]=3)=[C:30]([CH2:49][CH2:50][CH3:51])[N:29]3[N:52]=[CH:53][CH:54]=[C:28]23)[CH2:23][CH2:22]1)=[O:19])(=[O:15])[CH3:14]. The catalyst is C(OCC)(=O)C. The product is [C:13]([O:16][C:17]([CH3:55])([CH3:56])[C:18]([O:20][C@H:21]1[CH2:26][CH2:25][C@H:24]([N:27]2[C:32](=[O:33])[C:31]([CH2:34][C:35]3[CH:36]=[CH:37][C:38]([C:41]4[CH:46]=[CH:45][CH:44]=[CH:43][C:42]=4[C:47]4[NH:3][C:4](=[O:7])[O:5][N:48]=4)=[CH:39][CH:40]=3)=[C:30]([CH2:49][CH2:50][CH3:51])[N:29]3[N:52]=[CH:53][CH:54]=[C:28]23)[CH2:23][CH2:22]1)=[O:19])(=[O:15])[CH3:14]. The yield is 0.550. (2) The reactants are [OH:1][CH:2]([CH2:8][CH2:9][C:10]1[CH:15]=[CH:14][C:13]([O:16][CH3:17])=[CH:12][CH:11]=1)[C:3]([O:5][CH2:6][CH3:7])=[O:4].[S:18](Cl)([C:21]1[CH:27]=[CH:26][C:24]([CH3:25])=[CH:23][CH:22]=1)(=[O:20])=[O:19]. The catalyst is N1C=CC=CC=1.C1(C)C=CC=CC=1. The product is [CH3:25][C:24]1[CH:26]=[CH:27][C:21]([S:18]([O:1][CH:2]([C:3]([O:5][CH2:6][CH3:7])=[O:4])[CH2:8][CH2:9][C:10]2[CH:11]=[CH:12][C:13]([O:16][CH3:17])=[CH:14][CH:15]=2)(=[O:20])=[O:19])=[CH:22][CH:23]=1. The yield is 0.410. (3) The reactants are [CH3:1][O:2][CH2:3][C:4]1[CH:5]=[C:6]([CH:9]=[CH:10][CH:11]=1)[CH:7]=O.Cl.[NH2:13][C:14]1([C:17]([O:19][CH3:20])=[O:18])[CH2:16][CH2:15]1. No catalyst specified. The product is [CH3:1][O:2][CH2:3][C:4]1[CH:5]=[C:6]([CH:9]=[CH:10][CH:11]=1)[CH2:7][NH:13][C:14]1([C:17]([O:19][CH3:20])=[O:18])[CH2:16][CH2:15]1. The yield is 0.820. (4) The reactants are [CH3:1][O:2][C:3](=[O:14])[C:4]1[CH:9]=[CH:8][C:7]([Cl:10])=[C:6]([N+:11]([O-])=O)[CH:5]=1.O.O.Cl[Sn]Cl. The catalyst is C(O)C. The product is [CH3:1][O:2][C:3](=[O:14])[C:4]1[CH:9]=[CH:8][C:7]([Cl:10])=[C:6]([NH2:11])[CH:5]=1. The yield is 0.690. (5) The reactants are Br[CH2:2][C:3]([CH:5]1[CH2:7][CH2:6]1)=[O:4].[C:8]([O:12][C:13](=[O:21])[NH:14][CH:15]1[CH2:20][CH2:19][NH:18][CH2:17][CH2:16]1)([CH3:11])([CH3:10])[CH3:9].C(=O)([O-])[O-].[K+].[K+]. The catalyst is CN(C)C=O. The product is [C:8]([O:12][C:13](=[O:21])[NH:14][CH:15]1[CH2:20][CH2:19][N:18]([CH2:2][C:3]([CH:5]2[CH2:7][CH2:6]2)=[O:4])[CH2:17][CH2:16]1)([CH3:11])([CH3:9])[CH3:10]. The yield is 0.990.